Dataset: Catalyst prediction with 721,799 reactions and 888 catalyst types from USPTO. Task: Predict which catalyst facilitates the given reaction. (1) Reactant: C([O:3][C:4]([C:6]1([NH:16][C:17](=[O:29])[C:18]2[CH:23]=[CH:22][CH:21]=[C:20]([CH3:24])[C:19]=2[O:25][CH:26]([CH3:28])[CH3:27])[CH2:15][C:9]2=[C:10]([CH3:14])[S:11][C:12]([CH3:13])=[C:8]2[CH2:7]1)=[O:5])C.[OH-].[K+].O. Product: [CH:26]([O:25][C:19]1[C:20]([CH3:24])=[CH:21][CH:22]=[CH:23][C:18]=1[C:17]([NH:16][C:6]1([C:4]([OH:5])=[O:3])[CH2:7][C:8]2=[C:12]([CH3:13])[S:11][C:10]([CH3:14])=[C:9]2[CH2:15]1)=[O:29])([CH3:28])[CH3:27]. The catalyst class is: 14. (2) Reactant: [CH:1]1([N:4]2[C:13]3[C:8](=[CH:9][C:10]([F:23])=[C:11]([N:14]4[CH2:19][CH2:18][N:17]([CH2:20][CH2:21][CH3:22])[CH2:16][CH2:15]4)[CH:12]=3)[C:7](=[O:24])[C:6]([C:25]([OH:27])=[O:26])=[CH:5]2)[CH2:3][CH2:2]1.[CH3:28][C:29]1([CH3:36])[O:33][CH:32]([CH2:34]O)[CH2:31][O:30]1.C(N(CC)CC)C.CN(C(ON1N=NC2C=CC=CC1=2)=[N+](C)C)C.F[P-](F)(F)(F)(F)F. Product: [CH:1]1([N:4]2[C:13]3[C:8](=[CH:9][C:10]([F:23])=[C:11]([N:14]4[CH2:19][CH2:18][N:17]([CH2:20][CH2:21][CH3:22])[CH2:16][CH2:15]4)[CH:12]=3)[C:7](=[O:24])[C:6]([C:25]([O:27][CH2:34][CH:32]3[CH2:31][O:30][C:29]([CH3:36])([CH3:28])[O:33]3)=[O:26])=[CH:5]2)[CH2:3][CH2:2]1. The catalyst class is: 4.